This data is from Forward reaction prediction with 1.9M reactions from USPTO patents (1976-2016). The task is: Predict the product of the given reaction. (1) Given the reactants [NH2:1][C:2]1[N:7]=[C:6]([N:8]2[C:16]3[C:11](=[CH:12][CH:13]=[C:14]([C:17]#[C:18][C:19]([C:22]4[S:23][CH:24]=[CH:25][N:26]=4)([OH:21])[CH3:20])[CH:15]=3)[C:10]3([CH2:29][N:28]([CH3:30])[CH2:27]3)[CH2:9]2)[C:5]([Cl:31])=[CH:4][N:3]=1, predict the reaction product. The product is: [NH2:1][C:2]1[N:7]=[C:6]([N:8]2[C:16]3[C:11](=[CH:12][CH:13]=[C:14]([C:17]#[C:18][C@@:19]([C:22]4[S:23][CH:24]=[CH:25][N:26]=4)([OH:21])[CH3:20])[CH:15]=3)[C:10]3([CH2:29][N:28]([CH3:30])[CH2:27]3)[CH2:9]2)[C:5]([Cl:31])=[CH:4][N:3]=1. (2) Given the reactants [CH3:1][C:2]1[CH:3]=[C:4]([C:8]2[C:9](=[O:14])O[C:11](=[O:13])[CH:12]=2)[CH:5]=[CH:6][CH:7]=1.[Cl:15][C:16]1[CH:17]=[C:18]([CH:20]=[CH:21][CH:22]=1)[NH2:19], predict the reaction product. The product is: [Cl:15][C:16]1[CH:17]=[C:18]([N:19]2[C:11](=[O:13])[CH:12]=[C:8]([C:4]3[CH:5]=[CH:6][CH:7]=[C:2]([CH3:1])[CH:3]=3)[C:9]2=[O:14])[CH:20]=[CH:21][CH:22]=1. (3) Given the reactants [CH:1]([C:4]1[CH:9]=[CH:8][CH:7]=[CH:6][C:5]=1[NH:10][C:11]([NH2:13])=[S:12])([CH3:3])[CH3:2].Br[CH:15]([CH:19]([CH3:21])[CH3:20])[C:16](O)=[O:17], predict the reaction product. The product is: [CH:19]([CH:15]1[S:12][C:11]([NH:10][C:5]2[CH:6]=[CH:7][CH:8]=[CH:9][C:4]=2[CH:1]([CH3:3])[CH3:2])=[N:13][C:16]1=[O:17])([CH3:21])[CH3:20].